This data is from Full USPTO retrosynthesis dataset with 1.9M reactions from patents (1976-2016). The task is: Predict the reactants needed to synthesize the given product. (1) Given the product [C:66](=[O:69])([S:68][CH2:2][CH2:3][C@@:4]1([C:17]([N:19]2[CH2:28][CH2:27][C:26]3[N:25]=[CH:24][C:23]([C:29]([F:32])([F:30])[F:31])=[CH:22][C:21]=3[CH2:20]2)=[O:18])[CH2:8][C@H:7]([NH:9][C:10]([O:11][C:12]([CH3:14])([CH3:13])[CH3:15])=[O:16])[CH:6]=[CH:5]1)[CH3:67], predict the reactants needed to synthesize it. The reactants are: O[CH2:2][CH2:3][C@@:4]1([C:17]([N:19]2[CH2:28][CH2:27][C:26]3[N:25]=[CH:24][C:23]([C:29]([F:32])([F:31])[F:30])=[CH:22][C:21]=3[CH2:20]2)=[O:18])[CH2:8][C@H:7]([NH:9][C:10](=[O:16])[O:11][C:12]([CH3:15])([CH3:14])[CH3:13])[CH:6]=[CH:5]1.C1(P(C2C=CC=CC=2)C2C=CC=CC=2)C=CC=CC=1.CC(OC(/N=N/C(OC(C)C)=O)=O)C.[C:66]([OH:69])(=[S:68])[CH3:67].C([O-])(O)=O.[Na+]. (2) Given the product [Cl:1][C:2]1[C:19]([CH2:20][N:21]2[CH2:22][CH2:23][C:24]3([O:29][CH2:28][CH2:27][N:26]([C:30]([C:32]4[N:33]=[C:34]([CH2:37][CH3:38])[S:35][CH:36]=4)=[O:31])[CH2:25]3)[CH2:39][CH2:40]2)=[CH:18][CH:17]=[CH:16][C:3]=1[CH2:4][CH2:5][O:6][CH2:7][CH2:8][C:9]([OH:11])=[O:10], predict the reactants needed to synthesize it. The reactants are: [Cl:1][C:2]1[C:19]([CH2:20][N:21]2[CH2:40][CH2:39][C:24]3([O:29][CH2:28][CH2:27][N:26]([C:30]([C:32]4[N:33]=[C:34]([CH2:37][CH3:38])[S:35][CH:36]=4)=[O:31])[CH2:25]3)[CH2:23][CH2:22]2)=[CH:18][CH:17]=[CH:16][C:3]=1[CH2:4][CH2:5][O:6][CH2:7][CH2:8][C:9]([O:11]C(C)(C)C)=[O:10].